This data is from Reaction yield outcomes from USPTO patents with 853,638 reactions. The task is: Predict the reaction yield, written as a fraction of the theoretical maximum amount of product (1.0 means a 100% yield; for example, 0.34 means a 34% yield). The catalyst is Cl[Pd](Cl)([P](C1C=CC=CC=1)(C1C=CC=CC=1)C1C=CC=CC=1)[P](C1C=CC=CC=1)(C1C=CC=CC=1)C1C=CC=CC=1.O. The product is [O:1]1[CH:5]=[CH:4][C:3]([C:28]2[C:27]([S:26][C:25]3[N:16]([CH2:15][CH2:14][CH2:13][NH:12][CH:10]([CH3:11])[CH3:9])[C:17]4[C:18]([N:24]=3)=[C:19]([NH2:23])[N:20]=[CH:21][N:22]=4)=[CH:32][C:31]3[O:33][CH2:34][O:35][C:30]=3[CH:29]=2)=[CH:2]1. The yield is 0.900. The reactants are [O:1]1[CH:5]=[CH:4][C:3](B(O)O)=[CH:2]1.[CH3:9][CH:10]([NH:12][CH2:13][CH2:14][CH2:15][N:16]1[C:25]([S:26][C:27]2[CH:32]=[C:31]3[O:33][CH2:34][O:35][C:30]3=[CH:29][C:28]=2I)=[N:24][C:18]2[C:19]([NH2:23])=[N:20][CH:21]=[N:22][C:17]1=2)[CH3:11].C([O-])(O)=O.[Na+].CN(C=O)C.